From a dataset of Full USPTO retrosynthesis dataset with 1.9M reactions from patents (1976-2016). Predict the reactants needed to synthesize the given product. (1) Given the product [C:40]([N:20]([CH2:21][C:22]([OH:24])=[O:23])[CH2:19][C:18]1[CH:27]=[CH:28][C:15]([O:14][C:11]2[CH:10]=[CH:9][C:8]([NH:7][C:5](=[O:6])[C:4]3[CH:29]=[CH:30][C:31]([Cl:32])=[C:2]([Cl:1])[CH:3]=3)=[CH:13][N:12]=2)=[CH:16][CH:17]=1)(=[O:42])[CH3:41], predict the reactants needed to synthesize it. The reactants are: [Cl:1][C:2]1[CH:3]=[C:4]([CH:29]=[CH:30][C:31]=1[Cl:32])[C:5]([NH:7][C:8]1[CH:9]=[CH:10][C:11]([O:14][C:15]2[CH:28]=[CH:27][C:18]([CH2:19][NH:20][CH2:21][C:22]([O:24]CC)=[O:23])=[CH:17][CH:16]=2)=[N:12][CH:13]=1)=[O:6].C(N(CC)CC)C.[C:40](Cl)(=[O:42])[CH3:41].[OH-].[Na+].Cl. (2) Given the product [CH2:11]([CH:15]1[CH2:20][CH2:19][N:18]([CH2:21][CH2:22][CH2:23][C:24]([C:5]2[CH:6]=[CH:7][CH:8]=[CH:9][C:4]=2[O:3][CH2:1][CH3:2])=[O:28])[CH2:17][CH2:16]1)[CH2:12][CH2:13][CH3:14], predict the reactants needed to synthesize it. The reactants are: [CH2:1]([O:3][C:4]1[CH:9]=[CH:8][CH:7]=[CH:6][C:5]=1I)[CH3:2].[CH2:11]([CH:15]1[CH2:20][CH2:19][N:18]([CH2:21][CH2:22][CH2:23][C:24]#N)[CH2:17][CH2:16]1)[CH2:12][CH2:13][CH3:14].CC[O:28]C(C)=O.